From a dataset of Peptide-MHC class II binding affinity with 134,281 pairs from IEDB. Regression. Given a peptide amino acid sequence and an MHC pseudo amino acid sequence, predict their binding affinity value. This is MHC class II binding data. The peptide sequence is LWDIPTPKIIEECEH. The MHC is DRB1_0301 with pseudo-sequence DRB1_0301. The binding affinity (normalized) is 0.341.